Dataset: Peptide-MHC class II binding affinity with 134,281 pairs from IEDB. Task: Regression. Given a peptide amino acid sequence and an MHC pseudo amino acid sequence, predict their binding affinity value. This is MHC class II binding data. (1) The peptide sequence is GELQIVDKIDAAFKD. The MHC is DRB3_0101 with pseudo-sequence DRB3_0101. The binding affinity (normalized) is 0.551. (2) The peptide sequence is VDLAKSLRIAAKIYS. The MHC is DRB3_0101 with pseudo-sequence DRB3_0101. The binding affinity (normalized) is 0.359. (3) The peptide sequence is GLVPKLDAAYSVAYK. The MHC is HLA-DPA10103-DPB10401 with pseudo-sequence HLA-DPA10103-DPB10401. The binding affinity (normalized) is 0.301. (4) The binding affinity (normalized) is 0.322. The MHC is HLA-DPA10103-DPB10401 with pseudo-sequence HLA-DPA10103-DPB10401. The peptide sequence is DDMAAQPFFDPSASF. (5) The peptide sequence is ICDSRVLERYLLEAK. The MHC is DRB3_0101 with pseudo-sequence DRB3_0101. The binding affinity (normalized) is 0.104. (6) The peptide sequence is ELVPEDPEDSAL. The MHC is DRB1_0101 with pseudo-sequence DRB1_0101. The binding affinity (normalized) is 0.00539. (7) The peptide sequence is SSKAATAKAPGLVPK. The MHC is DRB1_1201 with pseudo-sequence DRB1_1201. The binding affinity (normalized) is 0.0321.